This data is from Retrosynthesis with 50K atom-mapped reactions and 10 reaction types from USPTO. The task is: Predict the reactants needed to synthesize the given product. (1) Given the product NC(=O)c1ccc(Nc2nc(N[C@H]3CC[C@H](N)CC3)nc3[nH]cnc23)cc1, predict the reactants needed to synthesize it. The reactants are: NC(=O)c1ccc(Nc2nc(Cl)nc3[nH]cnc23)cc1.N[C@H]1CC[C@H](N)CC1. (2) Given the product O=[N+]([O-])c1ccc(Oc2ccc3oc4ccccc4c3c2)cc1, predict the reactants needed to synthesize it. The reactants are: O=[N+]([O-])c1ccc(F)cc1.Oc1ccc2oc3ccccc3c2c1. (3) Given the product COCCn1cc(-c2cccc3cnc(Cl)cc23)cn1, predict the reactants needed to synthesize it. The reactants are: COCCBr.Clc1cc2c(-c3cn[nH]c3)cccc2cn1. (4) Given the product CC(=NNC(=N)N)c1c(-c2ccccc2)[nH]c2ccccc12, predict the reactants needed to synthesize it. The reactants are: CC(=O)c1c(-c2ccccc2)[nH]c2ccccc12.N=C(N)NN. (5) Given the product CC(=O)N1C(C)CN(c2cc(-n3cnc(Nc4ccc(C(=O)O)cc4)n3)ccn2)CC1C, predict the reactants needed to synthesize it. The reactants are: CCOC(=O)c1ccc(Nc2ncn(-c3ccnc(N4CC(C)N(C(C)=O)C(C)C4)c3)n2)cc1. (6) The reactants are: CC(C)(C)OC(=O)N1CCC(=O)C[C@H]1C(=O)OCc1ccccc1.C[Si](C)(C)[N-][Si](C)(C)C. Given the product C=C1CCN(C(=O)OC(C)(C)C)[C@H](C(=O)OCc2ccccc2)C1, predict the reactants needed to synthesize it. (7) Given the product CC(=O)N[C@@H](C)C(=O)N[C@@H](C)C(=O)N[C@@H](CC(C)C)C(=O)OCc1ccccc1, predict the reactants needed to synthesize it. The reactants are: CC(=O)N[C@@H](C)C(=O)O.CC(C)C[C@H](NC(=O)[C@H](C)N)C(=O)OCc1ccccc1. (8) Given the product CCOC(=O)COc1ccc([N+](=O)[O-])cc1, predict the reactants needed to synthesize it. The reactants are: CCOC(=O)CBr.O=[N+]([O-])c1ccc(O)cc1.